Dataset: NCI-60 drug combinations with 297,098 pairs across 59 cell lines. Task: Regression. Given two drug SMILES strings and cell line genomic features, predict the synergy score measuring deviation from expected non-interaction effect. Drug 1: CC1=C(C=C(C=C1)NC(=O)C2=CC=C(C=C2)CN3CCN(CC3)C)NC4=NC=CC(=N4)C5=CN=CC=C5. Drug 2: CC(C)(C#N)C1=CC(=CC(=C1)CN2C=NC=N2)C(C)(C)C#N. Cell line: NCIH23. Synergy scores: CSS=-2.57, Synergy_ZIP=2.90, Synergy_Bliss=0.399, Synergy_Loewe=-3.15, Synergy_HSA=-3.59.